Dataset: Forward reaction prediction with 1.9M reactions from USPTO patents (1976-2016). Task: Predict the product of the given reaction. (1) Given the reactants [C:1]([S:5][C:6]1[C:14]2[C:9](=[CH:10][CH:11]=[C:12]([O:15][CH2:16][C:17]3[CH:22]=[CH:21][CH:20]=[CH:19][N:18]=3)[CH:13]=2)[N:8]([CH2:23][C:24]2[CH:29]=[CH:28][C:27]([C:30]3[CH:31]=[N:32][C:33]([O:36][CH3:37])=[CH:34][CH:35]=3)=[CH:26][CH:25]=2)[C:7]=1[CH2:38][C:39]([CH3:44])([CH3:43])[C:40]([OH:42])=[O:41])([CH3:4])([CH3:3])[CH3:2].C(SC1C2C(=CC=C([O:59]CC3C=CC=CN=3)C=2)N(CC2C=CC(C3C=NC(O)=CC=3)=CC=2)C=1CC(C)(C)C(O)=O)(C)(C)C, predict the reaction product. The product is: [CH3:37][O:36][C:33]1[N:32]=[CH:31][C:30]([C:27]2[CH:28]=[CH:29][C:24]([CH2:23][N:8]3[C:9]4[C:14](=[CH:13][C:12]([O:15][CH2:16][C:17]5[CH:22]=[CH:21][CH:20]=[CH:19][N:18]=5)=[CH:11][CH:10]=4)[C:6]([S:5]([C:1]([CH3:4])([CH3:2])[CH3:3])=[O:59])=[C:7]3[CH2:38][C:39]([CH3:44])([CH3:43])[C:40]([OH:42])=[O:41])=[CH:25][CH:26]=2)=[CH:35][CH:34]=1. (2) Given the reactants [OH:1][NH:2][C:3](=[NH:14])[C:4]1[CH:9]=[CH:8][C:7]([S:10](=[O:13])(=[O:12])[NH2:11])=[CH:6][CH:5]=1.[Cl:15][C:16]1[CH:21]=[CH:20][C:19]([C:22]2[CH:27]=[C:26]([C:28]([F:31])([F:30])[F:29])[N:25]=[C:24]([C:32](O)=O)[N:23]=2)=[CH:18][CH:17]=1, predict the reaction product. The product is: [Cl:15][C:16]1[CH:17]=[CH:18][C:19]([C:22]2[CH:27]=[C:26]([C:28]([F:30])([F:29])[F:31])[N:25]=[C:24]([C:32]3[O:1][N:2]=[C:3]([C:4]4[CH:9]=[CH:8][C:7]([S:10]([NH2:11])(=[O:12])=[O:13])=[CH:6][CH:5]=4)[N:14]=3)[N:23]=2)=[CH:20][CH:21]=1. (3) Given the reactants [F:1][C:2]1[CH:10]=[C:9]2[C:5]([C:6]([C:12]3[N:13]=[C:14]4[C:20]([C:21](O)=[O:22])=[CH:19][NH:18][C:15]4=[N:16][CH:17]=3)=[N:7][N:8]2[CH3:11])=[CH:4][CH:3]=1.CCN=C=NCCCN(C)C.[NH2:35][C:36]1([CH3:49])[CH2:41][CH2:40][N:39]([C:42]([O:44][C:45]([CH3:48])([CH3:47])[CH3:46])=[O:43])[CH2:38][CH2:37]1.O, predict the reaction product. The product is: [F:1][C:2]1[CH:10]=[C:9]2[C:5]([C:6]([C:12]3[N:13]=[C:14]4[C:20]([C:21]([NH:35][C:36]5([CH3:49])[CH2:37][CH2:38][N:39]([C:42]([O:44][C:45]([CH3:48])([CH3:47])[CH3:46])=[O:43])[CH2:40][CH2:41]5)=[O:22])=[CH:19][NH:18][C:15]4=[N:16][CH:17]=3)=[N:7][N:8]2[CH3:11])=[CH:4][CH:3]=1. (4) Given the reactants [F:1][C:2]([F:23])([F:22])[O:3][C:4]1[CH:9]=[CH:8][C:7]([C:10]2[N:14]=[C:13]([C:15]3[CH:16]=[CH:17][C:18](=[O:21])[NH:19][CH:20]=3)[O:12][N:11]=2)=[CH:6][CH:5]=1.[N+:24]([C:27]1[CH:34]=[CH:33][C:30]([CH2:31]Br)=[CH:29][CH:28]=1)([O-:26])=[O:25], predict the reaction product. The product is: [N+:24]([C:27]1[CH:34]=[CH:33][C:30]([CH2:31][N:19]2[CH:20]=[C:15]([C:13]3[O:12][N:11]=[C:10]([C:7]4[CH:8]=[CH:9][C:4]([O:3][C:2]([F:1])([F:22])[F:23])=[CH:5][CH:6]=4)[N:14]=3)[CH:16]=[CH:17][C:18]2=[O:21])=[CH:29][CH:28]=1)([O-:26])=[O:25]. (5) Given the reactants C(NC(C)C)(C)C.C([Li])CCC.[CH3:13][CH:14]1[C:23]2[C:18](=[CH:19][CH:20]=[CH:21][CH:22]=2)[CH2:17][CH2:16][C:15]1=[O:24].Br[CH2:26][CH2:27][CH:28]1[CH2:30][CH2:29]1, predict the reaction product. The product is: [CH:28]1([CH2:27][CH2:26][C:14]2([CH3:13])[C:23]3[C:18](=[CH:19][CH:20]=[CH:21][CH:22]=3)[CH2:17][CH2:16][C:15]2=[O:24])[CH2:30][CH2:29]1. (6) Given the reactants Br[CH2:2][C:3]([O:5][CH3:6])=[O:4].CC1C=CC=CC=1P(C1C=CC=CC=1C)C1C=CC=CC=1C.C([O-])([O-])=O.[K+].[K+].[C:35]([C:38]1[CH:43]=[CH:42][C:41](B(O)O)=[CH:40][CH:39]=1)(=[O:37])[CH3:36], predict the reaction product. The product is: [C:35]([C:38]1[CH:43]=[CH:42][C:41]([CH2:2][C:3]([O:5][CH3:6])=[O:4])=[CH:40][CH:39]=1)(=[O:37])[CH3:36]. (7) The product is: [F:37][CH:2]([F:1])[C:3]1[N:7]([C:8]2[CH:13]=[C:12]([N:14]3[CH2:19][CH2:18][O:17][CH2:16][CH2:15]3)[N:11]=[C:10]([NH2:20])[CH:9]=2)[C:6]2[CH:33]=[CH:34][CH:35]=[CH:36][C:5]=2[N:4]=1. Given the reactants [F:1][CH:2]([F:37])[C:3]1[N:7]([C:8]2[CH:13]=[C:12]([N:14]3[CH2:19][CH2:18][O:17][CH2:16][CH2:15]3)[N:11]=[C:10]([NH:20]C[C@H]3CC[C@H](NCCOC)CC3)[CH:9]=2)[C:6]2[CH:33]=[CH:34][CH:35]=[CH:36][C:5]=2[N:4]=1.C(OC1(O[Si](C)(C)C)CC1)C.C([BH-](C#N)C#N)#N.[Na+].C(=O)(O)[O-].[Na+], predict the reaction product.